This data is from Full USPTO retrosynthesis dataset with 1.9M reactions from patents (1976-2016). The task is: Predict the reactants needed to synthesize the given product. (1) Given the product [CH2:1]([N:7]1[CH2:12][CH:11]2[CH:9]([C:10]2([CH3:28])[C:13]2[CH:18]=[CH:17][CH:16]=[C:15]([C:19]3[NH:20][N:21]=[N:22][CH:23]=3)[CH:14]=2)[C:8]1=[O:29])[CH2:2][CH2:3][CH2:4][CH2:5][CH3:6], predict the reactants needed to synthesize it. The reactants are: [CH2:1]([N:7]1[CH2:12][CH:11]2[CH:9]([C:10]2([CH3:28])[C:13]2[CH:18]=[CH:17][CH:16]=[C:15]([C:19]3[N:20]=[N:21][NH:22][C:23]=3[Si](C)(C)C)[CH:14]=2)[C:8]1=[O:29])[CH2:2][CH2:3][CH2:4][CH2:5][CH3:6].[F-].[K+]. (2) Given the product [C:29]1([C:28](=[N:1][CH2:2][C:3]2([C:16]3[CH:21]=[CH:20][CH:19]=[C:18]([C:22]4[CH:23]=[N:24][N:25]([CH3:27])[CH:26]=4)[CH:17]=3)[CH2:4][CH2:5][N:6]([C:9]([O:11][C:12]([CH3:15])([CH3:14])[CH3:13])=[O:10])[CH2:7][CH2:8]2)[C:35]2[CH:36]=[CH:37][CH:38]=[CH:39][CH:40]=2)[CH:34]=[CH:33][CH:32]=[CH:31][CH:30]=1, predict the reactants needed to synthesize it. The reactants are: [NH2:1][CH2:2][C:3]1([C:16]2[CH:21]=[CH:20][CH:19]=[C:18]([C:22]3[CH:23]=[N:24][N:25]([CH3:27])[CH:26]=3)[CH:17]=2)[CH2:8][CH2:7][N:6]([C:9]([O:11][C:12]([CH3:15])([CH3:14])[CH3:13])=[O:10])[CH2:5][CH2:4]1.[C:28](=N)([C:35]1[CH:40]=[CH:39][CH:38]=[CH:37][CH:36]=1)[C:29]1[CH:34]=[CH:33][CH:32]=[CH:31][CH:30]=1.C1(C)C=CC(S(O)(=O)=O)=CC=1. (3) The reactants are: [Cl:1][C:2]1[CH:3]=[C:4](B(O)O)[CH:5]=[CH:6][CH:7]=1.[NH2:11][C:12]1[N:13]=[C:14]([N:23]2[CH2:28][CH2:27][N:26]([C:29](=[O:39])[CH2:30][O:31][C:32]3[CH:37]=[CH:36][C:35]([Cl:38])=[CH:34][CH:33]=3)[CH2:25][CH2:24]2)[C:15]2[N:21]=[C:20](Cl)[CH:19]=[CH:18][C:16]=2[N:17]=1. Given the product [NH2:11][C:12]1[N:13]=[C:14]([N:23]2[CH2:24][CH2:25][N:26]([C:29](=[O:39])[CH2:30][O:31][C:32]3[CH:37]=[CH:36][C:35]([Cl:38])=[CH:34][CH:33]=3)[CH2:27][CH2:28]2)[C:15]2[N:21]=[C:20]([C:4]3[CH:5]=[CH:6][CH:7]=[C:2]([Cl:1])[CH:3]=3)[CH:19]=[CH:18][C:16]=2[N:17]=1, predict the reactants needed to synthesize it. (4) Given the product [ClH:1].[Cl:1][C:2]1[CH:3]=[CH:4][C:5]([O:22][CH3:23])=[C:6]([CH:8]([NH:10][C:11]2[CH:16]=[C:15]([N:24]3[CH2:29][CH2:28][NH:27][CH2:26][CH2:25]3)[CH:14]=[CH:13][C:12]=2[S:18]([CH3:21])(=[O:20])=[O:19])[CH3:9])[CH:7]=1, predict the reactants needed to synthesize it. The reactants are: [Cl:1][C:2]1[CH:3]=[CH:4][C:5]([O:22][CH3:23])=[C:6]([CH:8]([NH:10][C:11]2[CH:16]=[C:15](F)[CH:14]=[CH:13][C:12]=2[S:18]([CH3:21])(=[O:20])=[O:19])[CH3:9])[CH:7]=1.[NH:24]1[CH2:29][CH2:28][NH:27][CH2:26][CH2:25]1.C(N(CC)C(C)C)(C)C.